This data is from Experimentally validated miRNA-target interactions with 360,000+ pairs, plus equal number of negative samples. The task is: Binary Classification. Given a miRNA mature sequence and a target amino acid sequence, predict their likelihood of interaction. (1) The miRNA is mmu-miR-3470b with sequence UCACUCUGUAGACCAGGCUGG. The protein sequence of the target gene is MLVSRFASRFRKDSSTEMVRTNLAHRKSLSQKENRHRVYERNRHFGLKDVNIPLEGRELGNIHETSQDLSPEKASSKTRSVKMVLSDQRKQLLQKYKEEKQLQKLKEQREKAKRGVFKVGLYRPAAPGFLVTDQRGAKAEPEKAFPHTGRITRSKTKEYMEQTKIGSRNVPKATQSDQRQTSEKQPLDRERKVMQPVLFTSGKGTESAATQRAKLMARTVSSTTRKPVTRATNEKGSERMRPSGGRPAKKPEGKPDKVIPSKVERDEKHLDSQTRETSEMGPLGVFREVESLPATAPAQG.... Result: 1 (interaction). (2) The miRNA is mmu-miR-3961 with sequence UGCCCUCAGCUCAGUUGGA. The protein sequence of the target gene is MKDRLEQLKAKQLTQDDDTDEVEIAIDNTAFMDEFFSEIEETRLNIDKISEHVEEAKKLYSIILSAPIPEPKTKDDLEQLTTEIKKRANNVRNKLKSMEKHIEEDEVRSSADLRIRKSQHSVLSRKFVEVMTKYNEAQVDFRERSKGRIQRQLEITGKKTTDEELEEMLESGNPAIFTSGIIDSQISKQALSEIEGRHKDIVRLESSIKELHDMFMDIAMLVENQGEMLDNIELNVMHTVDHVEKARDETKRAMKYQGQARKKLIIIIVVVVVLLGILALIIGLSVGLK. Result: 0 (no interaction). (3) The protein sequence of the target gene is MQYLNFPRMPNIMMFLEVAILCLWVVADASASSAKFGSTTPASAQQSDVELEPINGTLNYRLYAKKGRDDKPWFDGLDSRHIQCVRRARCYPTSNATNTCFGSKLPYELSSLDLTDFHTEKELNDKLNDYYALKHVPKCWAAIQPFLCAVFKPKCEKINGEDMVYLPSYEMCRITMEPCRILYNTTFFPKFLRCNETLFPTKCTNGARGMKFNGTGQCLSPLVPTDTSASYYPGIEGCGVRCKDPLYTDDEHRQIHKLIGWAGSICLLSNLFVVSTFFIDWKNANKYPAVIVFYINLCFL.... The miRNA is hsa-miR-4472 with sequence GGUGGGGGGUGUUGUUUU. Result: 0 (no interaction). (4) The miRNA is hsa-miR-223-5p with sequence CGUGUAUUUGACAAGCUGAGUU. The protein sequence of the target gene is MNRSFHKSQTLRFYDCSAVEVKSKFGAEFRRFSLDRHKPGKFEDFYKLVVHTHHISNSDVTIGYADVHGDLLPINNDDNFCKAVSSANPLLRVFIQKREEAERGSLGAGSLCRRRRALGALRDEGPRRRAHLDIGLPRDFRPVSSIIDVDLVPETHRRVRLHRHGCEKPLGFYIRDGASVRVTPHGLEKVPGIFISRMVPGGLAESTGLLAVNDEVLEVNGIEVAGKTLDQVTDMMIANSHNLIVTVKPANQRNNVVRGGRALGSSGPPSDGTAGFVGPPAPRVLQNFHPDEAESDEDND.... Result: 1 (interaction). (5) The miRNA is mmu-miR-883a-3p with sequence UAACUGCAACAGCUCUCAGUAU. The protein sequence of the target gene is MERKGLAARSSGNPSPPALGEGPRPVPPPCVPSGGGAPERGQAGTAAEPAELIRRAHEFKSQGAQCYKDKKFREAIGKYHRALLELKGLLPSQEERDARPASSAGVPKSSRLSEEQSKTVEAIEIDCYNSLAACLLQAELVNYERVKEYCLKVLKKEGENFKALYRSGVAFYHLGDYDKALYYLKEARTRQPTDTNVIRYIQLTEMKLSRCSQREKEAM. Result: 0 (no interaction).